From a dataset of Reaction yield outcomes from USPTO patents with 853,638 reactions. Predict the reaction yield, written as a fraction of the theoretical maximum amount of product (1.0 means a 100% yield; for example, 0.34 means a 34% yield). (1) The reactants are [N:1]([CH2:4][CH:5]1[CH2:9][C:8]2[CH:10]=[C:11]([CH:20]([CH3:22])[CH3:21])[CH:12]=[C:13]([C:14]3[CH:19]=[CH:18][CH:17]=[CH:16][CH:15]=3)[C:7]=2[O:6]1)=[N+]=[N-].C1(P(C2C=CC=CC=2)C2C=CC=CC=2)C=CC=CC=1. No catalyst specified. The product is [CH:20]([C:11]1[CH:12]=[C:13]([C:14]2[CH:15]=[CH:16][CH:17]=[CH:18][CH:19]=2)[C:7]2[O:6][CH:5]([CH2:4][NH2:1])[CH2:9][C:8]=2[CH:10]=1)([CH3:22])[CH3:21]. The yield is 0.480. (2) The yield is 0.137. The reactants are [NH2:1][C@:2]1([CH2:23][OH:24])[CH2:6][CH2:5][C@@H:4]([C:7]2[CH:16]=[CH:15][C:14]3[CH2:13][C@H:12]([CH2:17][CH2:18][CH2:19][CH2:20][CH2:21][CH3:22])[CH2:11][CH2:10][C:9]=3[CH:8]=2)[CH2:3]1.P(Cl)(Cl)([O:27][P:28](Cl)(Cl)=[O:29])=O.[OH2:34]. The product is [P:28]([OH:27])([OH:34])([O:24][CH2:23][C@@:2]1([NH2:1])[CH2:6][CH2:5][C@@H:4]([C:7]2[CH:16]=[CH:15][C:14]3[CH2:13][C@H:12]([CH2:17][CH2:18][CH2:19][CH2:20][CH2:21][CH3:22])[CH2:11][CH2:10][C:9]=3[CH:8]=2)[CH2:3]1)=[O:29]. The catalyst is C(#N)C.